From a dataset of Full USPTO retrosynthesis dataset with 1.9M reactions from patents (1976-2016). Predict the reactants needed to synthesize the given product. (1) Given the product [C:62]([Si:59]([CH3:60])([CH3:61])[O:58][C@@H:22]([CH2:23][C@H:24]([O:50][Si:51]([C:54]([CH3:55])([CH3:56])[CH3:57])([CH3:52])[CH3:53])[C@H:25]([CH3:49])[CH:26]=[CH:27][CH2:28][O:29][C:30]([C:31]1[CH:32]=[CH:33][CH:34]=[CH:35][CH:36]=1)([C:43]1[CH:48]=[CH:47][CH:46]=[CH:45][CH:44]=1)[C:37]1[CH:42]=[CH:41][CH:40]=[CH:39][CH:38]=1)[CH:21]=[CH:20][C@H:19]([CH3:66])[C@H:18]([O:67][CH2:68][C:69]1[CH:70]=[CH:71][C:72]([O:75][CH3:76])=[CH:73][CH:74]=1)[C@@H:17]([CH3:77])[CH2:16][C@H:15]([CH3:78])[CH2:14][OH:79])([CH3:64])([CH3:65])[CH3:63], predict the reactants needed to synthesize it. The reactants are: C([C@@H]1COC(=O)N1[C:14](=[O:79])[C@@H:15]([CH3:78])[CH2:16][C@H:17]([CH3:77])[C@@H:18]([O:67][CH2:68][C:69]1[CH:74]=[CH:73][C:72]([O:75][CH3:76])=[CH:71][CH:70]=1)[C@@H:19]([CH3:66])[CH:20]=[CH:21][C@@H:22]([O:58][Si:59]([C:62]([CH3:65])([CH3:64])[CH3:63])([CH3:61])[CH3:60])[CH2:23][C@H:24]([O:50][Si:51]([C:54]([CH3:57])([CH3:56])[CH3:55])([CH3:53])[CH3:52])[C@H:25]([CH3:49])[CH:26]=[CH:27][CH2:28][O:29][C:30]([C:43]1[CH:48]=[CH:47][CH:46]=[CH:45][CH:44]=1)([C:37]1[CH:42]=[CH:41][CH:40]=[CH:39][CH:38]=1)[C:31]1[CH:36]=[CH:35][CH:34]=[CH:33][CH:32]=1)C1C=CC=CC=1.CO.[Li+].[BH4-].C(C(C(C([O-])=O)O)O)([O-])=O.[K+].[Na+]. (2) The reactants are: C(OC(=O)[NH:7][C:8]1[CH:13]=[CH:12][C:11]([Cl:14])=[CH:10][C:9]=1[NH:15][C:16](=[O:34])[CH2:17][C:18]([C:20]1[CH:25]=[CH:24][CH:23]=[C:22]([C:26]2[CH:31]=[C:30]([CH3:32])[N:29]=[C:28]([CH3:33])[CH:27]=2)[CH:21]=1)=O)(C)(C)C.C(O)(C(F)(F)F)=O. Given the product [Cl:14][C:11]1[CH:12]=[CH:13][C:8]2[N:7]=[C:18]([C:20]3[CH:25]=[CH:24][CH:23]=[C:22]([C:26]4[CH:31]=[C:30]([CH3:32])[N:29]=[C:28]([CH3:33])[CH:27]=4)[CH:21]=3)[CH2:17][C:16](=[O:34])[NH:15][C:9]=2[CH:10]=1, predict the reactants needed to synthesize it. (3) Given the product [F:26][C:27]1[CH:28]=[N:29][C:30]([N:33]2[CH2:34][CH2:35][N:36]([CH2:12][CH2:13][CH2:14][C:15]3[C:23]4[C:18](=[CH:19][CH:20]=[C:21]([C:24]#[N:25])[CH:22]=4)[NH:17][CH:16]=3)[CH2:37][CH2:38]2)=[N:31][CH:32]=1, predict the reactants needed to synthesize it. The reactants are: CC1C=CC(S(O[CH2:12][CH2:13][CH2:14][C:15]2[C:23]3[C:18](=[CH:19][CH:20]=[C:21]([C:24]#[N:25])[CH:22]=3)[NH:17][CH:16]=2)(=O)=O)=CC=1.[F:26][C:27]1[CH:28]=[N:29][C:30]([N:33]2[CH2:38][CH2:37][NH:36][CH2:35][CH2:34]2)=[N:31][CH:32]=1.C(=O)([O-])[O-].[K+].[K+].[I-].[K+]. (4) Given the product [C:1]([O:5][C:6]([N:8]1[CH2:13][CH2:12][CH:11]([O:14][CH2:19][CH2:18][C:17]([O:21][CH3:22])=[O:20])[CH2:10][CH2:9]1)=[O:7])([CH3:4])([CH3:2])[CH3:3], predict the reactants needed to synthesize it. The reactants are: [C:1]([O:5][C:6]([N:8]1[CH2:13][CH2:12][CH:11]([OH:14])[CH2:10][CH2:9]1)=[O:7])([CH3:4])([CH3:3])[CH3:2].[H-].[Na+].[C:17]([O:21][CH3:22])(=[O:20])[CH:18]=[CH2:19]. (5) Given the product [OH:18][N:19]([CH2:29][CH2:30][CH2:31][CH2:32][C:33]([CH3:37])([CH3:36])[CH2:34][OH:35])[CH2:20][CH2:21][CH2:22][CH2:23][C:24]([CH3:28])([CH3:27])[CH2:25][OH:26], predict the reactants needed to synthesize it. The reactants are: CC(C)(CCCC)CO.C([O:18][N:19]([CH2:29][CH2:30][CH2:31][CH2:32][C:33]([CH3:37])([CH3:36])[CH2:34][OH:35])[CH2:20][CH2:21][CH2:22][CH2:23][C:24]([CH3:28])([CH3:27])[CH2:25][OH:26])(=O)C1C=CC=CC=1.C[O-].[Na+]. (6) Given the product [Cl:11][C:12]1[C:13]([C:19]#[N:20])=[N:14][CH:15]=[C:16]([C:2]#[C:1][C:3]2[CH:8]=[CH:7][C:6]([CH3:9])=[CH:5][C:4]=2[CH3:10])[CH:17]=1, predict the reactants needed to synthesize it. The reactants are: [C:1]([C:3]1[CH:8]=[CH:7][C:6]([CH3:9])=[CH:5][C:4]=1[CH3:10])#[CH:2].[Cl:11][C:12]1[C:13]([C:19]#[N:20])=[N:14][CH:15]=[C:16](Cl)[CH:17]=1.C(N(CC)CC)C.CN(C=O)C. (7) Given the product [CH2:27]([N:34]1[C:5]([C:7]2[C:12](=[O:13])[CH:11]=[CH:10][N:9]([C:14]3[CH:19]=[CH:18][CH:17]=[C:16]([C:20]([F:23])([F:22])[F:21])[CH:15]=3)[N:8]=2)=[CH:4][CH:3]=[N:2]1)[C:28]1[CH:33]=[CH:32][CH:31]=[CH:30][CH:29]=1, predict the reactants needed to synthesize it. The reactants are: C[N:2](C)[CH:3]=[CH:4][C:5]([C:7]1[C:12](=[O:13])[CH:11]=[CH:10][N:9]([C:14]2[CH:19]=[CH:18][CH:17]=[C:16]([C:20]([F:23])([F:22])[F:21])[CH:15]=2)[N:8]=1)=O.Cl.Cl.[CH2:27]([NH:34]N)[C:28]1[CH:33]=[CH:32][CH:31]=[CH:30][CH:29]=1.CCN(CC)CC.Cl.